This data is from Full USPTO retrosynthesis dataset with 1.9M reactions from patents (1976-2016). The task is: Predict the reactants needed to synthesize the given product. (1) Given the product [CH2:19]([NH:26][C:2]1[C:7]2[O:8][CH2:9][CH2:10][N:11]([C:12]([O:14][C:15]([CH3:18])([CH3:17])[CH3:16])=[O:13])[C:6]=2[CH:5]=[CH:4][N:3]=1)[C:20]1[CH:25]=[CH:24][CH:23]=[CH:22][CH:21]=1, predict the reactants needed to synthesize it. The reactants are: I[C:2]1[C:7]2[O:8][CH2:9][CH2:10][N:11]([C:12]([O:14][C:15]([CH3:18])([CH3:17])[CH3:16])=[O:13])[C:6]=2[CH:5]=[CH:4][N:3]=1.[CH2:19]([NH2:26])[C:20]1[CH:25]=[CH:24][CH:23]=[CH:22][CH:21]=1.C1(P(C2C=CC=CC=2)C2C=CC3C(=CC=CC=3)C=2C2C3C(=CC=CC=3)C=CC=2P(C2C=CC=CC=2)C2C=CC=CC=2)C=CC=CC=1.CC(C)([O-])C.[Na+]. (2) The reactants are: [C:1]1(B(O)O)[CH:6]=[CH:5][CH:4]=[CH:3][CH:2]=1.[C:10]([O:14][C:15](=[O:30])[NH:16][C:17]1[N:18]([C:23]2[CH:28]=[CH:27][C:26](Br)=[CH:25][CH:24]=2)[N:19]=[N:20][C:21]=1[CH3:22])([CH3:13])(C)C.CO[C:33]1[CH:34]=[CH:35][CH:36]=[C:37](OC)[C:38]=1[C:33]1[CH:38]=[CH:37][CH:36]=[CH:35][C:34]=1P(C1CCCCC1)C1CCCCC1.P([O-])([O-])([O-])=O.[K+].[K+].[K+]. Given the product [C:1]1([C@H:10]([O:14][C:15](=[O:30])[NH:16][C:17]2[N:18]([C:23]3[CH:28]=[CH:27][C:26]([C:33]4[CH:34]=[CH:35][CH:36]=[CH:37][CH:38]=4)=[CH:25][CH:24]=3)[N:19]=[N:20][C:21]=2[CH3:22])[CH3:13])[CH:6]=[CH:5][CH:4]=[CH:3][CH:2]=1, predict the reactants needed to synthesize it. (3) Given the product [Cl:1][C:2]1[C:7]([Cl:8])=[CH:6][CH:5]=[CH:4][C:3]=1[CH:9]1[CH2:10][CH2:11][N:12]([CH2:15][CH2:16][CH2:17][CH2:18][O:19][C:20]2[CH:28]=[C:24]3[C:23]([CH2:40][CH2:41][NH:42][C:43]3=[O:46])=[CH:22][CH:21]=2)[CH2:13][CH2:14]1, predict the reactants needed to synthesize it. The reactants are: [Cl:1][C:2]1[C:7]([Cl:8])=[CH:6][CH:5]=[CH:4][C:3]=1[CH:9]1[CH2:14][CH2:13][N:12]([CH2:15][CH2:16][CH2:17][CH2:18][O:19][C:20]2[CH:21]=[CH:22][C:23]3SC=N[C:24]=3[CH:28]=2)[CH2:11][CH2:10]1.[Na+].[I-].ClC1C(Cl)=CC=CC=1C1C[CH2:43][NH:42][CH2:41][CH2:40]1.C([O-])([O-])=[O:46].[K+].[K+]. (4) Given the product [OH:4][C:5]1[CH:10]=[CH:9][CH:8]=[CH:7][C:6]=1[C:11]([N:13]1[CH2:14][CH2:15][CH:16]([N:19]2[C:23](=[O:24])[C:22]([CH3:25])([CH3:26])[C:21]([C:27]3[C:32]4[CH2:33][C:34]([CH3:36])([CH3:37])[O:35][C:31]=4[C:30]([O:38][CH3:39])=[CH:29][CH:28]=3)=[N:20]2)[CH2:17][CH2:18]1)=[O:12], predict the reactants needed to synthesize it. The reactants are: C([O:4][C:5]1[CH:10]=[CH:9][CH:8]=[CH:7][C:6]=1[C:11]([N:13]1[CH2:18][CH2:17][CH:16]([N:19]2[C:23](=[O:24])[C:22]([CH3:26])([CH3:25])[C:21]([C:27]3[C:32]4[CH2:33][C:34]([CH3:37])([CH3:36])[O:35][C:31]=4[C:30]([O:38][CH3:39])=[CH:29][CH:28]=3)=[N:20]2)[CH2:15][CH2:14]1)=[O:12])(=O)C.[OH-].[K+].Cl.